From a dataset of Forward reaction prediction with 1.9M reactions from USPTO patents (1976-2016). Predict the product of the given reaction. (1) Given the reactants C(OC(=O)[NH:7][CH:8]([CH3:14])[C:9](=[O:13])[CH2:10][O:11][CH3:12])(C)(C)C.C(OCC)C.[ClH:21].O1CCOCC1, predict the reaction product. The product is: [ClH:21].[NH2:7][CH:8]([CH3:14])[C:9](=[O:13])[CH2:10][O:11][CH3:12]. (2) Given the reactants [C:1]([OH:6])([OH:5])(O)[CH2:2][CH3:3].[O:7]1[CH2:11][CH2:10][CH2:9][CH2:8]1.N1[CH:17]=[CH:16][CH:15]=[CH:14]C=1.[C:18](Cl)(=[O:25])[C:19]1[CH:24]=[CH:23][CH:22]=[CH:21][CH:20]=1.[OH2:27], predict the reaction product. The product is: [C:11]([O:7][CH2:20][CH:19]([O:6][C:1](=[O:5])[C:2]1[CH:3]=[CH:14][CH:15]=[CH:16][CH:17]=1)[CH2:18][O:25][C:18](=[O:25])[C:19]1[CH:24]=[CH:23][CH:22]=[CH:21][CH:20]=1)(=[O:27])[C:10]1[CH:23]=[CH:22][CH:21]=[CH:8][CH:9]=1. (3) Given the reactants Cl[C:2]1[CH:3]=[C:4]2[C:13](=[CH:14][N:15]=1)[C:12]1[N:8]([CH:9]=[C:10]([C:16]3[CH:21]=[CH:20][CH:19]=[CH:18][N:17]=3)[N:11]=1)[CH2:7][CH2:6][O:5]2.[NH:22]1[CH2:26][CH2:25][CH2:24][CH:23]1[CH2:27][N:28]1[CH2:33][CH2:32][CH2:31][CH2:30][CH2:29]1, predict the reaction product. The product is: [N:28]1([CH2:27][CH:23]2[CH2:24][CH2:25][CH2:26][N:22]2[C:2]2[N:15]=[CH:14][C:13]3[C:12]4[N:8]([CH:9]=[C:10]([C:16]5[CH:21]=[CH:20][CH:19]=[CH:18][N:17]=5)[N:11]=4)[CH2:7][CH2:6][O:5][C:4]=3[CH:3]=2)[CH2:33][CH2:32][CH2:31][CH2:30][CH2:29]1. (4) Given the reactants [C:1](NC1C=C2C(=CC=1)OC(CC(O)=O)CC2)(=O)C.Cl[C:20]1[CH:25]=[CH:24][C:23]([N+:26]([O-:28])=[O:27])=[CH:22][C:21]=1[C:29](=[O:40])[CH2:30][C:31]1[O:36][C:35]([CH3:38])([CH3:37])[O:34][C:33](=[O:39])[CH:32]=1, predict the reaction product. The product is: [N+:26]([C:23]1[CH:22]=[C:21]2[C:20](=[CH:25][CH:24]=1)[O:36][C:31]([CH2:32][C:33]([O:34][C:35]([CH3:1])([CH3:38])[CH3:37])=[O:39])=[CH:30][C:29]2=[O:40])([O-:28])=[O:27].